This data is from Blood-brain barrier permeability regression values from the B3DB database. The task is: Regression/Classification. Given a drug SMILES string, predict its absorption, distribution, metabolism, or excretion properties. Task type varies by dataset: regression for continuous measurements (e.g., permeability, clearance, half-life) or binary classification for categorical outcomes (e.g., BBB penetration, CYP inhibition). For this dataset (b3db_regression), we predict Y. (1) The drug is CN(C)CC1=CC=CC=C1SC2=C(C=C(C=C2)F)N. The Y is 0.200 log(BB ratio). (2) The compound is CC1=CC=CC=C1. The Y is 0.400 log(BB ratio). (3) The compound is CCC1(CC2CC(C3=C(CCN(C2)C1)C4=CC=CC=C4N3)(C5=C(C=C6C(=C5)C78CCN9C7C(C=CC9)(C(C(C8N6C)(C(=O)OC)O)OC(=O)C)CC)OC)C(=O)OC)O. The Y is -0.100 log(BB ratio). (4) The drug is CN=C(NC#N)NC1=CC=CC(=C1)C2=CSC(=N2)N=C(N)N. The Y is -1.54 log(BB ratio). (5) The compound is CC(CC1=CC=CC=C1)NC. The Y is 0.900 log(BB ratio). (6) The compound is CC(C(=O)O)N. The Y is -0.170 log(BB ratio). (7) The compound is C1=CC=C(C=C1)C2=N[C@H](C(=O)NC3=C2C=C(C=C3)Cl)O. The Y is 0.610 log(BB ratio).